This data is from Forward reaction prediction with 1.9M reactions from USPTO patents (1976-2016). The task is: Predict the product of the given reaction. (1) Given the reactants [NH2:1][C:2]1[C:7]([C:8]([C:10]2[C:15]([O:16][CH3:17])=[CH:14][CH:13]=[C:12]([F:18])[C:11]=2[F:19])=[O:9])=[CH:6][N:5]=[C:4]([NH:20][CH:21]2[CH2:26][CH2:25][N:24]([S:27]([CH2:30][CH2:31][CH2:32]Cl)(=[O:29])=[O:28])[CH2:23][CH2:22]2)[N:3]=1.[NH:34]1[CH2:38][CH2:37][CH2:36][CH2:35]1, predict the reaction product. The product is: [NH2:1][C:2]1[C:7]([C:8]([C:10]2[C:15]([O:16][CH3:17])=[CH:14][CH:13]=[C:12]([F:18])[C:11]=2[F:19])=[O:9])=[CH:6][N:5]=[C:4]([NH:20][CH:21]2[CH2:26][CH2:25][N:24]([S:27]([CH2:30][CH2:31][CH2:32][N:34]3[CH2:38][CH2:37][CH2:36][CH2:35]3)(=[O:29])=[O:28])[CH2:23][CH2:22]2)[N:3]=1. (2) Given the reactants C([O:6][CH3:7])(OC)OC.[CH3:8][N:9]([CH3:19])[CH2:10][CH2:11][CH2:12][C:13]1[CH2:17][C:16]([CH3:18])=[N:15][CH:14]=1, predict the reaction product. The product is: [CH3:19][N:9]([CH3:8])[CH2:10][CH2:11][CH2:12][C:13]1[CH:17]=[C:16]([CH3:18])[NH:15][C:14]=1[CH:7]=[O:6]. (3) Given the reactants [CH2:1]([C:3]1[C:14]([F:15])=[CH:13][CH:12]=[C:11]([CH2:16][CH3:17])[C:4]=1[CH2:5][C:6]1[NH:7][CH2:8][CH2:9][N:10]=1)[CH3:2].C1(N(Cl)C(=O)N(Cl)C(=O)N1Cl)=O.C1CCN2C(=NCCC2)CC1, predict the reaction product. The product is: [CH2:1]([C:3]1[C:14]([F:15])=[CH:13][CH:12]=[C:11]([CH2:16][CH3:17])[C:4]=1[CH2:5][C:6]1[NH:10][CH:9]=[CH:8][N:7]=1)[CH3:2]. (4) The product is: [NH:45]1[CH2:44][CH2:43][N:42]=[C:41]1[NH:39][N:40]=[CH:35][C:27]1[NH:28][C:29](=[O:34])[C:30]2[C:25]([CH:26]=1)=[CH:24][C:23]1[CH2:22][CH2:21][C:18]3([C:17](=[O:37])[C:4]4=[C:5]([OH:16])[C:6]5[C:7](=[O:15])[CH:8]=[C:9]([O:13][CH3:14])[C:10](=[O:12])[C:11]=5[C:2]([OH:1])=[C:3]4[C:19]3=[O:20])[C:32]=1[C:31]=2[OH:33]. Given the reactants [OH:1][C:2]1[C:11]2[C:10](=[O:12])[C:9]([O:13][CH3:14])=[CH:8][C:7](=[O:15])[C:6]=2[C:5]([OH:16])=[C:4]2[C:17](=[O:37])[C@:18]3([C:32]4[C:31]([OH:33])=[C:30]5[C:25]([CH:26]=[C:27]([CH:35]=O)[NH:28][C:29]5=[O:34])=[CH:24][C:23]=4[CH2:22][CH2:21]3)[C:19](=[O:20])[C:3]=12.Br.[NH:39]([C:41]1[NH:42][CH2:43][CH2:44][N:45]=1)[NH2:40].C1C=CC(CNC(CN2C3C(=CC=CC=3)C(C=O)=C2)=O)=CC=1, predict the reaction product. (5) Given the reactants [CH3:1][O:2][C:3]1[CH:8]=[CH:7][CH:6]=[C:5]([NH2:9])[CH:4]=1.I[C:11]1[CH:16]=[CH:15][CH:14]=[CH:13][CH:12]=1.C1O[CH2:33][CH2:32]OCCOCCOCCOCCOC1.C(=O)([O-])[O-].[K+].[K+], predict the reaction product. The product is: [CH3:1][O:2][C:3]1[CH:4]=[C:5]([N:9]([C:33]2[CH:32]=[CH:5][CH:4]=[CH:3][CH:8]=2)[C:11]2[CH:16]=[CH:15][CH:14]=[CH:13][CH:12]=2)[CH:6]=[CH:7][CH:8]=1.